This data is from Forward reaction prediction with 1.9M reactions from USPTO patents (1976-2016). The task is: Predict the product of the given reaction. (1) Given the reactants [Cl:1][C:2]1[N:7]=[C:6](Cl)[CH:5]=[C:4]([CH:9]([CH3:11])[CH3:10])[N:3]=1.[NH2:12][C:13]1[CH:18]=[CH:17][C:16]([CH3:19])=[CH:15][CH:14]=1.C(N(CC)CC)C, predict the reaction product. The product is: [Cl:1][C:2]1[N:7]=[C:6]([NH:12][C:13]2[CH:18]=[CH:17][C:16]([CH3:19])=[CH:15][CH:14]=2)[CH:5]=[C:4]([CH:9]([CH3:11])[CH3:10])[N:3]=1. (2) The product is: [Cl:1][C:2]1[CH:3]=[C:4]([CH:18]=[C:19]([S:36][CH3:35])[C:20]=1[O:21][CH3:24])[C:5]([N:7]1[C:11]2[CH:12]=[CH:13][CH:14]=[CH:15][C:10]=2[S:9](=[O:17])(=[O:16])[CH2:8]1)=[O:6]. Given the reactants [Cl:1][C:2]1[CH:3]=[C:4]([CH:18]=[C:19](I)[C:20]=1[OH:21])[C:5]([N:7]1[C:11]2[CH:12]=[CH:13][CH:14]=[CH:15][C:10]=2[S:9](=[O:17])(=[O:16])[CH2:8]1)=[O:6].N1C=CC=C[C:24]=1C1C=CC=CN=1.[CH3:35][S:36]SC, predict the reaction product. (3) The product is: [N:10]1[C:11]2[C:6](=[CH:5][CH:4]=[CH:3][C:2]=2[NH:1][S:22]([C:14]2[CH:13]=[N:12][C:21]3[C:16]([CH:15]=2)=[CH:17][CH:18]=[CH:19][CH:20]=3)(=[O:23])=[O:24])[CH:7]=[CH:8][CH:9]=1. Given the reactants [NH2:1][C:2]1[CH:3]=[CH:4][CH:5]=[C:6]2[C:11]=1[N:10]=[CH:9][CH:8]=[CH:7]2.[N:12]1[C:21]2[C:16](=[CH:17][CH:18]=[CH:19][CH:20]=2)[CH:15]=[C:14]([S:22](Cl)(=[O:24])=[O:23])[CH:13]=1, predict the reaction product. (4) Given the reactants Br.[CH2:2]([NH:5][C:6]1[S:7][CH:8]=[C:9]([C:11]2[CH:16]=[CH:15][C:14]([C:17]([F:20])([F:19])[F:18])=[CH:13][CH:12]=2)[N:10]=1)[CH2:3][CH3:4].[H-].[Na+].Cl[CH2:24][C:25]1[CH:44]=[CH:43][C:28]([CH2:29][O:30][C:31]2[CH:36]=[CH:35][C:34]([CH2:37][CH2:38][C:39]([O:41]C)=[O:40])=[CH:33][CH:32]=2)=[CH:27][CH:26]=1.[OH-].[Na+].Cl, predict the reaction product. The product is: [CH2:2]([N:5]([CH2:24][C:25]1[CH:44]=[CH:43][C:28]([CH2:29][O:30][C:31]2[CH:36]=[CH:35][C:34]([CH2:37][CH2:38][C:39]([OH:41])=[O:40])=[CH:33][CH:32]=2)=[CH:27][CH:26]=1)[C:6]1[S:7][CH:8]=[C:9]([C:11]2[CH:16]=[CH:15][C:14]([C:17]([F:19])([F:20])[F:18])=[CH:13][CH:12]=2)[N:10]=1)[CH2:3][CH3:4]. (5) Given the reactants [O:1]=[C:2]1[CH:7]=[CH:6][CH:5]=[CH:4][N:3]1[C:8]1[CH:16]=[CH:15][C:11]([C:12](O)=[O:13])=[CH:10][CH:9]=1.CCN(CC)CC.ClC(OCC)=O.[BH4-].[Na+].[O-]S([O-])(=O)=O.[Na+].[Na+], predict the reaction product. The product is: [O:1]=[C:2]1[CH:7]=[CH:6][CH:5]=[CH:4][N:3]1[C:8]1[CH:16]=[CH:15][C:11]([CH:12]=[O:13])=[CH:10][CH:9]=1.